Predict which catalyst facilitates the given reaction. From a dataset of Catalyst prediction with 721,799 reactions and 888 catalyst types from USPTO. (1) Reactant: [CH2:1]([O:8][C:9]([NH:11][C@H:12]1[C@@H:16]([O:17][Si](C(C)(C)C)(C)C)[CH2:15][N:14]([C:25]([O:27][C:28]([CH3:31])([CH3:30])[CH3:29])=[O:26])[CH2:13]1)=[O:10])[C:2]1[CH:7]=[CH:6][CH:5]=[CH:4][CH:3]=1.[F-].C([N+](CCCC)(CCCC)CCCC)CCC.O. Product: [CH2:1]([O:8][C:9]([NH:11][C@H:12]1[C@@H:16]([OH:17])[CH2:15][N:14]([C:25]([O:27][C:28]([CH3:31])([CH3:30])[CH3:29])=[O:26])[CH2:13]1)=[O:10])[C:2]1[CH:3]=[CH:4][CH:5]=[CH:6][CH:7]=1. The catalyst class is: 1. (2) Reactant: [N+]([O-])([O-])=O.[Ag+:5].[Na].[CH3:7][CH2:8][CH2:9][CH2:10][CH:11]([CH2:14][O:15][C:16]([CH2:18][CH:19]([S:31]([OH:34])(=[O:33])=[O:32])[C:20]([O:22][CH2:23][CH:24]([CH2:27][CH2:28][CH2:29][CH3:30])[CH2:25][CH3:26])=[O:21])=[O:17])[CH2:12][CH3:13].CCCCC(COC(CC(S(O)(=O)=O)C(OCC(CCCC)CC)=O)=O)CC. Product: [Ag:5].[CH3:7][CH2:8][CH2:9][CH2:10][CH:11]([CH2:14][O:15][C:16]([CH2:18][CH:19]([S:31]([OH:34])(=[O:33])=[O:32])[C:20]([O:22][CH2:23][CH:24]([CH2:27][CH2:28][CH2:29][CH3:30])[CH2:25][CH3:26])=[O:21])=[O:17])[CH2:12][CH3:13]. The catalyst class is: 6. (3) Reactant: [Cl:1][C:2]1[CH:7]=[CH:6][C:5]([NH:8][C:9]2[O:13][C:12]([C:14]3[CH:19]=[CH:18][C:17]([OH:20])=[CH:16][CH:15]=3)=[N:11][N:10]=2)=[CH:4][CH:3]=1.C[Si]([N-][Si](C)(C)C)(C)C.[K+].Cl[C:32]1[N:37]=[C:36]([NH2:38])[N:35]=[C:34]([NH2:39])[CH:33]=1.C([O-])([O-])=O.[K+].[K+]. Product: [Cl:1][C:2]1[CH:3]=[CH:4][C:5]([NH:8][C:9]2[O:13][C:12]([C:14]3[CH:19]=[CH:18][C:17]([O:20][C:32]4[N:37]=[C:36]([NH2:38])[N:35]=[C:34]([NH2:39])[CH:33]=4)=[CH:16][CH:15]=3)=[N:11][N:10]=2)=[CH:6][CH:7]=1. The catalyst class is: 121.